The task is: Predict the reaction yield, written as a fraction of the theoretical maximum amount of product (1.0 means a 100% yield; for example, 0.34 means a 34% yield).. This data is from Reaction yield outcomes from USPTO patents with 853,638 reactions. The reactants are Br[CH2:2][CH2:3][CH2:4][CH2:5][CH2:6][CH2:7][CH2:8][CH3:9].[N+:10]([C:13]1[CH:18]=[CH:17][C:16]([OH:19])=[CH:15][CH:14]=1)([O-:12])=[O:11].[Na]. The catalyst is CS(C)=O. The product is [N+:10]([C:13]1[CH:18]=[CH:17][C:16]([O:19][CH2:2][CH2:3][CH2:4][CH2:5][CH2:6][CH2:7][CH2:8][CH3:9])=[CH:15][CH:14]=1)([O-:12])=[O:11]. The yield is 0.300.